From a dataset of Reaction yield outcomes from USPTO patents with 853,638 reactions. Predict the reaction yield, written as a fraction of the theoretical maximum amount of product (1.0 means a 100% yield; for example, 0.34 means a 34% yield). The reactants are Br[C:2]1[CH:7]=[CH:6][CH:5]=[CH:4][C:3]=1[CH:8]([CH3:10])[CH3:9].[Mg].II.[CH3:14][C:15]([CH3:35])([CH3:34])[CH2:16][C:17]([NH:19][C:20]1[C:21]([CH3:33])=[C:22]([CH3:32])[C:23]2[O:27][C:26]([CH3:29])([CH3:28])[C:25](=[O:30])[C:24]=2[CH:31]=1)=[O:18]. The catalyst is C1COCC1. The product is [OH:30][C:25]1([C:7]2[CH:6]=[CH:5][CH:4]=[C:3]([CH:8]([CH3:10])[CH3:9])[CH:2]=2)[C:24]2[CH:31]=[C:20]([NH:19][C:17](=[O:18])[CH2:16][C:15]([CH3:35])([CH3:34])[CH3:14])[C:21]([CH3:33])=[C:22]([CH3:32])[C:23]=2[O:27][C:26]1([CH3:28])[CH3:29]. The yield is 0.160.